Predict which catalyst facilitates the given reaction. From a dataset of Catalyst prediction with 721,799 reactions and 888 catalyst types from USPTO. (1) Reactant: [H-].[Na+].O[CH2:4][C@H:5]1[O:9][C:8](=[O:10])[CH2:7]C1.C(Br)[C:12]1[CH:17]=[CH:16][CH:15]=[CH:14][CH:13]=1. Product: [C:8]([O:9][CH2:5][CH3:4])(=[O:10])[CH3:7].[CH3:16][CH2:17][CH2:12][CH2:13][CH2:14][CH3:15]. The catalyst class is: 3. (2) Reactant: [NH2:1][C:2]1[C:7]([CH:8]=O)=[C:6]([NH:10][C:11]2[CH:12]=[C:13]3[C:17](=[CH:18][CH:19]=2)[N:16]([CH2:20][C:21]2[CH:26]=[CH:25][CH:24]=[C:23]([F:27])[CH:22]=2)[N:15]=[CH:14]3)[N:5]=[CH:4][N:3]=1.[CH3:28][NH:29][NH2:30].[CH3:31]C(O)C. Product: [CH3:28][N:29]([CH3:31])[N:30]=[CH:8][C:7]1[C:6]([NH:10][C:11]2[CH:12]=[C:13]3[C:17](=[CH:18][CH:19]=2)[N:16]([CH2:20][C:21]2[CH:26]=[CH:25][CH:24]=[C:23]([F:27])[CH:22]=2)[N:15]=[CH:14]3)=[N:5][CH:4]=[N:3][C:2]=1[NH2:1]. The catalyst class is: 6.